Dataset: Forward reaction prediction with 1.9M reactions from USPTO patents (1976-2016). Task: Predict the product of the given reaction. (1) Given the reactants [Na].[NH:2]1[CH:6]=[CH:5][N:4]=[N:3]1.Br[CH2:8][C:9]([O:11][CH2:12][CH3:13])=[O:10], predict the reaction product. The product is: [CH2:12]([O:11][C:9](=[O:10])[CH2:8][N:2]1[CH:6]=[CH:5][N:4]=[N:3]1)[CH3:13]. (2) Given the reactants CS(O[CH:6]([C:22]1[CH:27]=[CH:26][C:25]([Br:28])=[CH:24][CH:23]=1)[CH2:7][CH2:8][CH:9](OS(C)(=O)=O)[C:10]1[CH:15]=[CH:14][C:13]([Br:16])=[CH:12][CH:11]=1)(=O)=O.[CH:29]1([C:32]2[CH:38]=[CH:37][C:35]([NH2:36])=[CH:34][CH:33]=2)[CH2:31][CH2:30]1, predict the reaction product. The product is: [Br:16][C:13]1[CH:14]=[CH:15][C:10]([CH:9]2[CH2:8][CH2:7][CH:6]([C:22]3[CH:27]=[CH:26][C:25]([Br:28])=[CH:24][CH:23]=3)[N:36]2[C:35]2[CH:37]=[CH:38][C:32]([CH:29]3[CH2:31][CH2:30]3)=[CH:33][CH:34]=2)=[CH:11][CH:12]=1. (3) Given the reactants [Cl:1][C:2]1[CH:7]=[CH:6][C:5]([C:8]2[CH:13]=[CH:12][C:11]([OH:14])=[CH:10][CH:9]=2)=[CH:4][CH:3]=1.C[O:16][C:17](=[O:26])[C:18]1[CH:23]=[CH:22][CH:21]=[C:20]([CH2:24]Br)[CH:19]=1, predict the reaction product. The product is: [Cl:1][C:2]1[CH:3]=[CH:4][C:5]([C:8]2[CH:13]=[CH:12][C:11]([O:14][CH2:24][C:20]3[CH:19]=[C:18]([CH:23]=[CH:22][CH:21]=3)[C:17]([OH:26])=[O:16])=[CH:10][CH:9]=2)=[CH:6][CH:7]=1. (4) Given the reactants [CH3:1][C:2]1[NH:3][CH:4]=[CH:5][N:6]=1.C([O-])([O-])=O.[K+].[K+].Br[CH2:14][C:15]([C:17]1[CH:22]=[CH:21][CH:20]=[CH:19][CH:18]=1)=[O:16], predict the reaction product. The product is: [CH3:1][C:2]1[N:3]([CH2:14][C:15]([C:17]2[CH:22]=[CH:21][CH:20]=[CH:19][CH:18]=2)=[O:16])[CH:4]=[CH:5][N:6]=1. (5) Given the reactants [CH3:1][C:2]1([CH3:10])[CH2:7][CH2:6][CH2:5][NH:4][CH:3]1[CH2:8][NH2:9].[Br:11][C:12]1[CH:13]=[CH:14][C:15](F)=[N:16][CH:17]=1.C(N(C(C)C)CC)(C)C.C(=O)([O-])[O-].[K+].[K+], predict the reaction product. The product is: [Br:11][C:12]1[CH:13]=[CH:14][C:15]([NH:9][CH2:8][CH:3]2[C:2]([CH3:10])([CH3:1])[CH2:7][CH2:6][CH2:5][NH:4]2)=[N:16][CH:17]=1. (6) Given the reactants [NH:1]1[C:9]2[C:4](=[CH:5][CH:6]=[CH:7][CH:8]=2)[CH2:3][CH2:2]1.[C:10](O)(=O)C.C=O.C([BH3-])#N.[Na+], predict the reaction product. The product is: [CH3:10][N:1]1[C:9]2[C:4](=[CH:5][CH:6]=[CH:7][CH:8]=2)[CH2:3][CH2:2]1. (7) Given the reactants [N:1]1[CH:6]=[CH:5][CH:4]=[C:3]([CH2:7][C:8](OC)=O)[CH:2]=1.C[OH:13].[BH4-].[Na+], predict the reaction product. The product is: [N:1]1[CH:6]=[CH:5][CH:4]=[C:3]([CH:7]([OH:13])[CH3:8])[CH:2]=1. (8) Given the reactants [C:1](Cl)(=[O:3])[CH3:2].[CH2:5]([O:7][C:8](=[O:36])[C:9]1[C:14]([NH2:15])=[CH:13][CH:12]=[C:11]([C:16]2[CH2:20][CH2:19][CH2:18][C:17]=2[C:21]2[CH:26]=[C:25]([CH3:27])[CH:24]=[CH:23][C:22]=2[O:28][CH2:29][C:30]2[CH:35]=[CH:34][CH:33]=[CH:32][CH:31]=2)[CH:10]=1)[CH3:6], predict the reaction product. The product is: [CH2:5]([O:7][C:8](=[O:36])[C:9]1[C:14]([NH:15][C:1](=[O:3])[CH3:2])=[CH:13][CH:12]=[C:11]([C:16]2[CH2:20][CH2:19][CH2:18][C:17]=2[C:21]2[CH:26]=[C:25]([CH3:27])[CH:24]=[CH:23][C:22]=2[O:28][CH2:29][C:30]2[CH:31]=[CH:32][CH:33]=[CH:34][CH:35]=2)[CH:10]=1)[CH3:6]. (9) The product is: [Cl:1][C:2]1[CH:24]=[C:23]([N:25]2[CH2:26][CH2:27][CH2:28][CH2:29]2)[CH:22]=[CH:21][C:3]=1[C:4]([N:6]1[C:12]2[CH:13]=[CH:14][CH:15]=[CH:16][C:11]=2[CH2:10][N:9]([CH2:17][CH2:18][N:34]2[C:30](=[O:40])[C:31]3[C:32](=[CH:36][CH:37]=[CH:38][CH:39]=3)[C:33]2=[O:35])[C:8](=[O:20])[CH2:7]1)=[O:5]. Given the reactants [Cl:1][C:2]1[CH:24]=[C:23]([N:25]2[CH2:29][CH2:28][CH2:27][CH2:26]2)[CH:22]=[CH:21][C:3]=1[C:4]([N:6]1[C:12]2[CH:13]=[CH:14][CH:15]=[CH:16][C:11]=2[CH2:10][N:9]([CH2:17][CH2:18]O)[C:8](=[O:20])[CH2:7]1)=[O:5].[C:30]1(=[O:40])[NH:34][C:33](=[O:35])[C:32]2=[CH:36][CH:37]=[CH:38][CH:39]=[C:31]12.C1(P(C2C=CC=CC=2)C2C=CC=CC=2)C=CC=CC=1.N(C(OC(C)C)=O)=NC(OC(C)C)=O, predict the reaction product. (10) Given the reactants [N:1]1([C:7]2[N:12]=[CH:11][C:10]([C:13]#[N:14])=[CH:9][CH:8]=2)[CH2:6][CH2:5][S:4][CH2:3][CH2:2]1.I(O)(=O)(=O)=[O:16], predict the reaction product. The product is: [O:16]=[S:4]1[CH2:5][CH2:6][N:1]([C:7]2[N:12]=[CH:11][C:10]([C:13]#[N:14])=[CH:9][CH:8]=2)[CH2:2][CH2:3]1.